Dataset: Full USPTO retrosynthesis dataset with 1.9M reactions from patents (1976-2016). Task: Predict the reactants needed to synthesize the given product. (1) Given the product [O:34]([CH2:41][C@@H:42]([OH:43])[CH2:44][N:8]([CH2:9][CH2:10][CH:11]([C:23]1[CH:28]=[CH:27][C:26]([NH:29][C:30]([O:32][CH3:33])=[O:31])=[CH:25][CH:24]=1)[C:12]1[CH:17]=[CH:16][C:15]([NH:18][C:19]([O:21][CH3:22])=[O:20])=[CH:14][CH:13]=1)[CH2:1][C:2]1[CH:3]=[CH:4][CH:5]=[CH:6][CH:7]=1)[C:35]1[CH:40]=[CH:39][CH:38]=[CH:37][CH:36]=1, predict the reactants needed to synthesize it. The reactants are: [CH2:1]([NH:8][CH2:9][CH2:10][CH:11]([C:23]1[CH:28]=[CH:27][C:26]([NH:29][C:30]([O:32][CH3:33])=[O:31])=[CH:25][CH:24]=1)[C:12]1[CH:17]=[CH:16][C:15]([NH:18][C:19]([O:21][CH3:22])=[O:20])=[CH:14][CH:13]=1)[C:2]1[CH:7]=[CH:6][CH:5]=[CH:4][CH:3]=1.[O:34]([CH2:41][C@@H:42]1[CH2:44][O:43]1)[C:35]1[CH:40]=[CH:39][CH:38]=[CH:37][CH:36]=1. (2) Given the product [C:1]([O:5][C:6](=[O:36])[NH:7][C:8]1([C:12]2[CH:17]=[CH:16][C:15]([C:18]3[C:27](=[O:28])[C:26]4[CH:25]=[CH:24][C:23]5[NH:48][C:49](=[O:50])[O:52][C:22]=5[C:21]=4[O:20][C:19]=3[C:30]3[CH:35]=[CH:34][CH:33]=[CH:32][CH:31]=3)=[CH:14][CH:13]=2)[CH2:11][CH2:10][CH2:9]1)([CH3:4])([CH3:3])[CH3:2], predict the reactants needed to synthesize it. The reactants are: [C:1]([O:5][C:6](=[O:36])[NH:7][C:8]1([C:12]2[CH:17]=[CH:16][C:15]([C:18]3[C:27](=[O:28])[C:26]4[C:21](=[CH:22][CH:23]=[C:24](F)[CH:25]=4)[O:20][C:19]=3[C:30]3[CH:35]=[CH:34][CH:33]=[CH:32][CH:31]=3)=[CH:14][CH:13]=2)[CH2:11][CH2:10][CH2:9]1)([CH3:4])([CH3:3])[CH3:2].IC1C(=O)C2C=CC3[NH:48][C:49](=[O:52])[O:50]C=3C=2OC=1C1C=CC=CC=1. (3) Given the product [ClH:1].[F:14][C:11]1[CH:10]=[CH:9][C:8](/[CH:7]=[CH:6]/[C:5]([NH2:15])=[NH:16])=[CH:13][CH:12]=1, predict the reactants needed to synthesize it. The reactants are: [ClH:1].C(O[C:5](=[NH:15])/[CH:6]=[CH:7]/[C:8]1[CH:13]=[CH:12][C:11]([F:14])=[CH:10][CH:9]=1)C.[NH3:16]. (4) Given the product [CH2:1]([N:7]1[C:12](=[O:13])[C:11]2[S:14][CH:15]=[C:16]([C:17]3[CH:18]=[CH:19][CH:20]=[CH:21][CH:22]=3)[C:10]=2[N:9]=[CH:8]1)[CH:6]([CH3:5])[CH3:24], predict the reactants needed to synthesize it. The reactants are: [C:1]1([N:7]2[C:12](=[O:13])[C:11]3[S:14][CH:15]=[C:16]([C:17]4[CH:22]=[CH:21][CH:20]=[CH:19][CH:18]=4)[C:10]=3[N:9]=[CH:8]2)[CH:6]=[CH:5]C=CC=1.N[C:24]1C(C2C=CC=CC=2)=CSC=1C(OC)=O.C(OCC)(OCC)OCC.C(N)C(C)C. (5) Given the product [N:14]1[C:6]([CH2:4][OH:3])=[N:7][N:8]2[CH:13]=[CH:12][CH:11]=[CH:10][C:9]=12, predict the reactants needed to synthesize it. The reactants are: C([O:3][C:4]([C:6]1[N:14]=[C:9]2[CH:10]=[CH:11][CH:12]=[CH:13][N:8]2[N:7]=1)=O)C.C1COCC1.[BH4-].[Na+].[NH4+].[Cl-].